This data is from Full USPTO retrosynthesis dataset with 1.9M reactions from patents (1976-2016). The task is: Predict the reactants needed to synthesize the given product. (1) Given the product [F:20][C:21]1[CH:29]=[C:28]([F:30])[CH:27]=[CH:26][C:22]=1[C:23]([N:16]1[CH2:17][CH2:18][CH2:19][CH:14]([C:11]2[N:10]=[C:9]([C:4]3[CH:5]=[CH:6][CH:7]=[CH:8][C:3]=3[F:2])[O:13][N:12]=2)[CH2:15]1)=[O:24], predict the reactants needed to synthesize it. The reactants are: Cl.[F:2][C:3]1[CH:8]=[CH:7][CH:6]=[CH:5][C:4]=1[C:9]1[O:13][N:12]=[C:11]([CH:14]2[CH2:19][CH2:18][CH2:17][NH:16][CH2:15]2)[N:10]=1.[F:20][C:21]1[CH:29]=[C:28]([F:30])[CH:27]=[CH:26][C:22]=1[C:23](Cl)=[O:24]. (2) Given the product [CH2:17]([O:24][C@@H:25]1[C@@H:31]([O:32][CH2:33][C:34]2[CH:35]=[CH:36][CH:37]=[CH:38][CH:39]=2)[C@H:30]([O:40][CH2:41][C:42]2[CH:47]=[CH:46][CH:45]=[CH:44][CH:43]=2)[C@@H:29]([CH2:48][O:49][CH2:50][C:51]2[CH:52]=[CH:53][CH:54]=[CH:55][CH:56]=2)[O:28][C@@:26]1([C:57]1[CH:62]=[CH:61][C:60]([CH3:63])=[C:59]([CH2:64][C:65]2[CH:70]=[CH:69][C:68]([O:71][CH:11]3[CH2:15][CH2:14][O:13][CH2:12]3)=[CH:67][CH:66]=2)[CH:58]=1)[OH:27])[C:18]1[CH:19]=[CH:20][CH:21]=[CH:22][CH:23]=1, predict the reactants needed to synthesize it. The reactants are: C1(C)C=CC(S(O[CH:11]2[CH2:15][CH2:14][O:13][CH2:12]2)(=O)=O)=CC=1.[CH2:17]([O:24][C@@H:25]1[C@@H:31]([O:32][CH2:33][C:34]2[CH:39]=[CH:38][CH:37]=[CH:36][CH:35]=2)[C@H:30]([O:40][CH2:41][C:42]2[CH:47]=[CH:46][CH:45]=[CH:44][CH:43]=2)[C@@H:29]([CH2:48][O:49][CH2:50][C:51]2[CH:56]=[CH:55][CH:54]=[CH:53][CH:52]=2)[O:28][C@@:26]1([C:57]1[CH:62]=[CH:61][C:60]([CH3:63])=[C:59]([CH2:64][C:65]2[CH:70]=[CH:69][C:68]([OH:71])=[CH:67][CH:66]=2)[CH:58]=1)[OH:27])[C:18]1[CH:23]=[CH:22][CH:21]=[CH:20][CH:19]=1.C(=O)([O-])[O-].[Cs+].[Cs+].O. (3) Given the product [CH3:36][O:35][C:10]1[CH:11]=[C:12]2[C:17](=[CH:18][C:9]=1[OH:8])[N:16]=[CH:15][CH:14]=[C:13]2[O:19][C:20]1[C:21]([C:28]2[CH:33]=[CH:32][C:31]([CH3:34])=[CH:30][N:29]=2)=[N:22][C:23]([CH3:27])=[C:24]([CH3:26])[CH:25]=1, predict the reactants needed to synthesize it. The reactants are: C([O:8][C:9]1[CH:18]=[C:17]2[C:12]([C:13]([O:19][C:20]3[C:21]([C:28]4[CH:33]=[CH:32][C:31]([CH3:34])=[CH:30][N:29]=4)=[N:22][C:23]([CH3:27])=[C:24]([CH3:26])[CH:25]=3)=[CH:14][CH:15]=[N:16]2)=[CH:11][C:10]=1[O:35][CH3:36])C1C=CC=CC=1.CS(O)(=O)=O. (4) Given the product [CH2:15]([N:12]1[CH:13]=[CH:14][C:9]([OH:8])=[CH:10][C:11]1=[O:19])[CH2:16][CH2:17][CH3:18], predict the reactants needed to synthesize it. The reactants are: C([O:8][C:9]1[CH:14]=[CH:13][N:12]([CH2:15][CH2:16][CH2:17][CH3:18])[C:11](=[O:19])[CH:10]=1)C1C=CC=CC=1. (5) Given the product [CH3:20][O:19][N:18]([CH3:17])[C:7]([C:2]1[CH:3]=[N:4][CH:5]=[CH:6][N:1]=1)=[O:9], predict the reactants needed to synthesize it. The reactants are: [N:1]1[CH:6]=[CH:5][N:4]=[CH:3][C:2]=1[C:7]([OH:9])=O.C(Cl)(=O)C(Cl)=O.Cl.[CH3:17][NH:18][O:19][CH3:20].C(N(CC)CC)C. (6) Given the product [C:23]([O:27][C:28]([N:30]1[CH2:35][CH2:34][N:33]([C:2]2[C:3]([O:14][C:15]3[CH:20]=[CH:19][C:18]([O:21][CH3:22])=[CH:17][CH:16]=3)=[N:4][C:5]([C:8]3[CH:9]=[N:10][CH:11]=[CH:12][CH:13]=3)=[N:6][CH:7]=2)[CH2:32][CH2:31]1)=[O:29])([CH3:26])([CH3:24])[CH3:25], predict the reactants needed to synthesize it. The reactants are: Br[C:2]1[C:3]([O:14][C:15]2[CH:20]=[CH:19][C:18]([O:21][CH3:22])=[CH:17][CH:16]=2)=[N:4][C:5]([C:8]2[CH:9]=[N:10][CH:11]=[CH:12][CH:13]=2)=[N:6][CH:7]=1.[C:23]([O:27][C:28]([N:30]1[CH2:35][CH2:34][NH:33][CH2:32][CH2:31]1)=[O:29])([CH3:26])([CH3:25])[CH3:24].C([O-])([O-])=O.[Cs+].[Cs+]. (7) Given the product [CH3:17][O:18][C:19](=[O:20])[NH:1][CH2:2][CH:3]([OH:7])/[CH:4]=[CH:5]/[CH3:6], predict the reactants needed to synthesize it. The reactants are: [NH2:1][CH2:2][CH:3]([OH:7])/[CH:4]=[CH:5]/[CH3:6].C(N(C(C)C)CC)(C)C.[CH3:17][O:18][C:19](Cl)=[O:20].O. (8) Given the product [C:1]([O:5][C:6]([N:7]([CH2:8][CH:9]1[CH2:11][CH2:10]1)[C@@H:12]1[CH2:14][C@H:13]1[C:15]1[N:16]=[C:17]([C:6]([O:5][CH3:1])=[O:21])[S:18][CH:19]=1)=[O:21])([CH3:4])([CH3:3])[CH3:2], predict the reactants needed to synthesize it. The reactants are: [C:1]([O:5][C:6](=[O:21])[N:7]([C@@H:12]1[CH2:14][C@H:13]1[C:15]1[N:16]=[C:17](Br)[S:18][CH:19]=1)[CH2:8][CH:9]1[CH2:11][CH2:10]1)([CH3:4])([CH3:3])[CH3:2].C(N(CC)CC)C. (9) Given the product [OH:1][C:2]1[C:9]([OH:10])=[CH:8][C:5]([C:6]#[N:7])=[C:4]([CH2:12][C:13]2[CH:18]=[CH:17][C:16]([CH3:19])=[CH:15][CH:14]=2)[C:3]=1[C:20]#[N:21], predict the reactants needed to synthesize it. The reactants are: [OH:1][C:2]1[C:9]([O:10]C)=[CH:8][C:5]([C:6]#[N:7])=[C:4]([CH2:12][C:13]2[CH:18]=[CH:17][C:16]([CH3:19])=[CH:15][CH:14]=2)[C:3]=1[C:20]#[N:21].[Cl-].[Al+3].[Cl-].[Cl-].[I-].[Na+].CO.